Task: Predict which catalyst facilitates the given reaction.. Dataset: Catalyst prediction with 721,799 reactions and 888 catalyst types from USPTO (1) Reactant: [I-].[OH:2][C@@H:3]([C@H:5]1[C:53](=[O:54])[N:7]2[C:8]([C:40]([O:42]CC3C=CC([N+]([O-])=O)=CC=3)=[O:41])=[C:9]([C:12]3[S:16][C:15]4=[C:17]([S:38][CH3:39])[N:18]([CH2:20][C:21]([NH:23][O:24]C(OCC5C=CC([N+]([O-])=O)=CC=5)=O)=[O:22])[CH:19]=[N+:14]4[CH:13]=3)[C@H:10]([CH3:11])[C@H:6]12)[CH3:4].P([O-])([O-])([O-])=O.[Na+].[Na+].[Na+].[H][H]. Product: [OH:24][NH:23][C:21]([CH2:20][N:18]1[C:17]([S:38][CH3:39])=[C:15]2[S:16][C:12]([C:9]3[C@H:10]([CH3:11])[C@@H:6]4[C@@H:5]([C@H:3]([OH:2])[CH3:4])[C:53](=[O:54])[N:7]4[C:8]=3[C:40]([O-:42])=[O:41])=[CH:13][N+:14]2=[CH:19]1)=[O:22]. The catalyst class is: 123. (2) Reactant: [CH3:1][C:2]([C:35]([OH:37])=[O:36])([C:4]1[CH:5]=[CH:6][C:7]([CH:10]([OH:34])[CH2:11][CH2:12][CH2:13][N:14]2[CH2:19][CH2:18][CH:17]([C:20]([OH:33])([C:27]3[CH:28]=[CH:29][CH:30]=[CH:31][CH:32]=3)[C:21]3[CH:22]=[CH:23][CH:24]=[CH:25][CH:26]=3)[CH2:16][CH2:15]2)=[CH:8][CH:9]=1)[CH3:3].[ClH:38]. Product: [CH3:3][C:2]([C:35]([OH:37])=[O:36])([C:4]1[CH:9]=[CH:8][C:7]([CH:10]([OH:34])[CH2:11][CH2:12][CH2:13][N:14]2[CH2:15][CH2:16][CH:17]([C:20]([OH:33])([C:21]3[CH:26]=[CH:25][CH:24]=[CH:23][CH:22]=3)[C:27]3[CH:28]=[CH:29][CH:30]=[CH:31][CH:32]=3)[CH2:18][CH2:19]2)=[CH:6][CH:5]=1)[CH3:1].[ClH:38]. The catalyst class is: 10. (3) Reactant: CS(O[CH2:6][C@@H:7]1[CH2:12][CH2:11][CH2:10][CH2:9][C@H:8]1[C:13]([O:15][CH3:16])=[O:14])(=O)=O.[N-:17]=[N+:18]=[N-:19].[Na+]. Product: [N:17]([CH2:6][C@@H:7]1[CH2:12][CH2:11][CH2:10][CH2:9][C@H:8]1[C:13]([O:15][CH3:16])=[O:14])=[N+:18]=[N-:19]. The catalyst class is: 18. (4) Reactant: [C:1]12([C:12]3[C:7](=[C:8]([C:13]([OH:16])([CH3:15])[CH3:14])[CH:9]=[CH:10][CH:11]=3)[O:6][CH2:5][CH2:4]1)[CH2:3][CH2:2]2.C1C(=O)N([Br:24])C(=O)C1.O. Product: [Br:24][C:10]1[CH:11]=[C:12]2[C:1]3([CH2:3][CH2:2]3)[CH2:4][CH2:5][O:6][C:7]2=[C:8]([C:13]([OH:16])([CH3:14])[CH3:15])[CH:9]=1. The catalyst class is: 1. (5) Reactant: C([O:4][CH2:5][C:6]([N:8]1[CH:13]2[CH2:14][CH2:15][CH:9]1[CH2:10][CH:11]([C:16]1[N:20]=[C:19]([NH:21][C:22]3[C:27]([O:28][C:29]4[C:30]([CH3:35])=[N:31][CH:32]=[CH:33][CH:34]=4)=[CH:26][C:25]([S:36][C:37]4[CH:42]=[CH:41][CH:40]=[CH:39][N:38]=4)=[CH:24][N:23]=3)[S:18][N:17]=1)[CH2:12]2)=[O:7])(=O)C.C([O-])([O-])=O.[K+].[K+].[ClH:49]. Product: [ClH:49].[OH:4][CH2:5][C:6]([N:8]1[CH:9]2[CH2:15][CH2:14][CH:13]1[CH2:12][CH:11]([C:16]1[N:20]=[C:19]([NH:21][C:22]3[C:27]([O:28][C:29]4[C:30]([CH3:35])=[N:31][CH:32]=[CH:33][CH:34]=4)=[CH:26][C:25]([S:36][C:37]4[CH:42]=[CH:41][CH:40]=[CH:39][N:38]=4)=[CH:24][N:23]=3)[S:18][N:17]=1)[CH2:10]2)=[O:7]. The catalyst class is: 14.